From a dataset of Catalyst prediction with 721,799 reactions and 888 catalyst types from USPTO. Predict which catalyst facilitates the given reaction. Reactant: [CH2:1]([O:8][C:9]1[CH:16]=[CH:15][C:14]([O:17][C:18]([F:21])([F:20])[F:19])=[CH:13][C:10]=1[CH:11]=[O:12])[C:2]1[CH:7]=[CH:6][CH:5]=[CH:4][CH:3]=1.[BH4-].[Na+].[Cl-].[NH4+].C(OCC)(=O)C. Product: [CH2:1]([O:8][C:9]1[CH:16]=[CH:15][C:14]([O:17][C:18]([F:19])([F:20])[F:21])=[CH:13][C:10]=1[CH2:11][OH:12])[C:2]1[CH:3]=[CH:4][CH:5]=[CH:6][CH:7]=1. The catalyst class is: 8.